This data is from Reaction yield outcomes from USPTO patents with 853,638 reactions. The task is: Predict the reaction yield, written as a fraction of the theoretical maximum amount of product (1.0 means a 100% yield; for example, 0.34 means a 34% yield). (1) The reactants are Br[C:2]1[CH:3]=[C:4]2[C:9](=[CH:10][C:11]=1[O:12][CH3:13])[N:8]([C@@H:14]([CH:24]([CH3:26])[CH3:25])[CH2:15][O:16][Si:17]([C:20]([CH3:23])([CH3:22])[CH3:21])([CH3:19])[CH3:18])[CH:7]=[C:6]([C:27]([O:29][CH2:30][CH3:31])=[O:28])[C:5]2=[O:32].[CH3:33]B(O)O.C1COCC1.C(=O)([O-])[O-].[Na+].[Na+]. The catalyst is C(OCC)(=O)C.[Pd].C1C=CC([P]([Pd]([P](C2C=CC=CC=2)(C2C=CC=CC=2)C2C=CC=CC=2)([P](C2C=CC=CC=2)(C2C=CC=CC=2)C2C=CC=CC=2)[P](C2C=CC=CC=2)(C2C=CC=CC=2)C2C=CC=CC=2)(C2C=CC=CC=2)C2C=CC=CC=2)=CC=1. The product is [Si:17]([O:16][CH2:15][C@@H:14]([N:8]1[C:9]2[C:4](=[CH:3][C:2]([CH3:33])=[C:11]([O:12][CH3:13])[CH:10]=2)[C:5](=[O:32])[C:6]([C:27]([O:29][CH2:30][CH3:31])=[O:28])=[CH:7]1)[CH:24]([CH3:25])[CH3:26])([C:20]([CH3:23])([CH3:22])[CH3:21])([CH3:19])[CH3:18]. The yield is 0.410. (2) The reactants are C([O:3][C:4](=[O:38])[CH2:5][N:6]([S:30]([N:33]([CH2:36][CH3:37])[CH2:34][CH3:35])(=[O:32])=[O:31])[CH2:7][C:8]1[CH:13]=[CH:12][CH:11]=[C:10]([O:14][CH2:15][CH2:16][C:17]2[N:18]=[C:19]([C:23]3[CH:28]=[CH:27][C:26]([CH3:29])=[CH:25][CH:24]=3)[O:20][C:21]=2[CH3:22])[CH:9]=1)C.O.[OH-].[Li+]. No catalyst specified. The product is [CH2:34]([N:33]([S:30]([N:6]([CH2:5][C:4]([OH:38])=[O:3])[CH2:7][C:8]1[CH:13]=[CH:12][CH:11]=[C:10]([O:14][CH2:15][CH2:16][C:17]2[N:18]=[C:19]([C:23]3[CH:24]=[CH:25][C:26]([CH3:29])=[CH:27][CH:28]=3)[O:20][C:21]=2[CH3:22])[CH:9]=1)(=[O:31])=[O:32])[CH2:36][CH3:37])[CH3:35]. The yield is 0.990. (3) The reactants are [CH2:1]([C:3]1[CH:4]=[CH:5][C:6]([CH2:9][CH2:10][OH:11])=[N:7][CH:8]=1)[CH3:2].[OH:12]O. The catalyst is C(O)(=O)C. The product is [CH3:2][CH2:1][C:3]1[CH:4]=[CH:5][C:6]([CH2:9][CH2:10][OH:11])=[N+:7]([O-:12])[CH:8]=1. The yield is 0.810. (4) The reactants are [F:1][C:2]1[CH:7]=[C:6]([I:8])[CH:5]=[CH:4][C:3]=1[NH:9][N:10]=[C:11]([C:16](=[O:20])[CH2:17][O:18][CH3:19])[C:12]([O:14][CH3:15])=[O:13].O.[CH3:22]OC(OC)N(C)C. No catalyst specified. The product is [F:1][C:2]1[CH:7]=[C:6]([I:8])[CH:5]=[CH:4][C:3]=1[N:9]1[CH:22]=[C:17]([O:18][CH3:19])[C:16](=[O:20])[C:11]([C:12]([O:14][CH3:15])=[O:13])=[N:10]1. The yield is 0.590.